Dataset: Forward reaction prediction with 1.9M reactions from USPTO patents (1976-2016). Task: Predict the product of the given reaction. (1) Given the reactants Cl[C:2]1[CH:7]=[CH:6][C:5]([Cl:8])=[CH:4][N:3]=1.[OH:9][CH2:10][CH:11]1[CH2:20][N:15]2[CH2:16][CH2:17][NH:18][CH2:19][CH:14]2[CH2:13][CH2:12]1.[C:21]1(O)[CH:26]=[CH:25][CH:24]=[CH:23][CH:22]=1.Cl, predict the reaction product. The product is: [O:9]([CH2:10][CH:11]1[CH2:20][N:15]2[CH2:16][CH2:17][N:18]([C:2]3[CH:7]=[CH:6][C:5]([Cl:8])=[CH:4][N:3]=3)[CH2:19][CH:14]2[CH2:13][CH2:12]1)[C:21]1[CH:26]=[CH:25][CH:24]=[CH:23][CH:22]=1. (2) Given the reactants S(=O)(=O)(O)O.[OH:6][C:7]1[CH:8]=[C:9]([CH:13]=[CH:14][C:15]=1[N+:16]([O-:18])=[O:17])[C:10]([OH:12])=[O:11].C(=O)([O-])O.[Na+].[CH2:24](O)[CH3:25], predict the reaction product. The product is: [OH:6][C:7]1[CH:8]=[C:9]([CH:13]=[CH:14][C:15]=1[N+:16]([O-:18])=[O:17])[C:10]([O:12][CH2:24][CH3:25])=[O:11]. (3) Given the reactants [CH3:1][C:2]([O:6][CH2:7][CH:8]1[CH2:10][O:9]1)([CH3:5])[CH2:3][OH:4].CC1(C)C2(CS(O)(=O)=O)C(CC1CC2)=O.C([O-])(O)=O.[Na+], predict the reaction product. The product is: [CH3:1][C:2]1([CH3:5])[CH2:3][O:4][CH:8]([CH2:10][OH:9])[CH2:7][O:6]1. (4) Given the reactants Cl.[F:2][C:3]1[CH:4]=[C:5]([CH:27]=[CH:28][CH:29]=1)[CH2:6][N:7]1[C:11]2=[C:12]([N:16]3[CH2:25][CH2:24][C:23]4[C:18](=[CH:19][CH:20]=[CH:21][CH:22]=4)[CH2:17]3)[N:13]=[CH:14][CH:15]=[C:10]2[CH:9]=[C:8]1[CH3:26].C(=O)(O)[O-].[Na+], predict the reaction product. The product is: [F:2][C:3]1[CH:4]=[C:5]([CH:27]=[CH:28][CH:29]=1)[CH2:6][N:7]1[C:11]2=[C:12]([N:16]3[CH2:25][CH2:24][C:23]4[C:18](=[CH:19][CH:20]=[CH:21][CH:22]=4)[CH2:17]3)[N:13]=[CH:14][CH:15]=[C:10]2[CH:9]=[C:8]1[CH3:26]. (5) Given the reactants [OH-:1].[K+].[CH3:3][O:4][C:5]1[CH:6]=[C:7]2[C:11](=[CH:12][CH:13]=1)[NH:10][C:9](=[O:14])[C:8]2=O.[CH3:16][C:17]([C:19]1[CH:24]=[C:23]([O:25][CH3:26])[C:22]([O:27][CH3:28])=[C:21]([O:29][CH3:30])[CH:20]=1)=O, predict the reaction product. The product is: [CH3:3][O:4][C:5]1[CH:6]=[C:7]2[C:11](=[CH:12][CH:13]=1)[N:10]=[C:17]([C:19]1[CH:20]=[C:21]([O:29][CH3:30])[C:22]([O:27][CH3:28])=[C:23]([O:25][CH3:26])[CH:24]=1)[CH:16]=[C:8]2[C:9]([OH:14])=[O:1].